Dataset: Reaction yield outcomes from USPTO patents with 853,638 reactions. Task: Predict the reaction yield, written as a fraction of the theoretical maximum amount of product (1.0 means a 100% yield; for example, 0.34 means a 34% yield). (1) The reactants are [Si:1]([O:8][C@H:9]([C@H:11]([N:18]1[CH:26]=[N:25][C:24]2[C:19]1=[N:20][CH:21]=[N:22][C:23]=2Cl)[CH2:12][CH2:13][CH2:14][CH2:15][CH2:16][CH3:17])[CH3:10])([C:4]([CH3:7])([CH3:6])[CH3:5])([CH3:3])[CH3:2].[NH3:28].ClCCl.[CH3:32][OH:33]. No catalyst specified. The product is [Si:1]([O:8][C@H:9]([C@H:11]([N:18]1[CH:26]=[N:25][C:24]2[C:19]1=[N:20][CH:21]=[N:22][C:23]=2[NH2:28])[CH2:12][CH2:13][CH2:14][CH2:15][CH2:16][CH3:17])[CH3:10])([C:4]([CH3:7])([CH3:6])[CH3:5])([CH3:3])[CH3:2].[Si:1]([O:8][C@H:9]([C@H:11]([N:18]1[CH:26]=[N:25][C:24]2[C:19]1=[N:20][CH:21]=[N:22][C:23]=2[O:33][CH3:32])[CH2:12][CH2:13][CH2:14][CH2:15][CH2:16][CH3:17])[CH3:10])([C:4]([CH3:7])([CH3:6])[CH3:5])([CH3:3])[CH3:2]. The yield is 0.760. (2) The reactants are Cl([O-])=O.[Na+].P([O-])(O)(O)=[O:6].[Na+].CC(=CC)C.[C:16]([O:20][C:21]([N:23]1[CH2:26][CH:25]([O:27][C:28]2[CH:33]=[C:32]([F:34])[CH:31]=[CH:30][C:29]=2[CH:35]=[O:36])[CH2:24]1)=[O:22])([CH3:19])([CH3:18])[CH3:17]. The catalyst is O.O1CCOCC1. The product is [C:16]([O:20][C:21]([N:23]1[CH2:26][CH:25]([O:27][C:28]2[CH:33]=[C:32]([F:34])[CH:31]=[CH:30][C:29]=2[C:35]([OH:6])=[O:36])[CH2:24]1)=[O:22])([CH3:19])([CH3:17])[CH3:18]. The yield is 0.840. (3) The reactants are [CH:1]1([C:4]2[N:9]=[C:8]([CH2:10][N:11]3[C:19]4[CH:18]=[CH:17][C:16]([F:20])=[C:15](C(O)=O)[C:14]=4[C:13]([CH3:24])=[N:12]3)[CH:7]=[CH:6][CH:5]=2)[CH2:3][CH2:2]1.C1(P([N:39]=[N+]=[N-])(C2C=CC=CC=2)=O)C=CC=CC=1. The catalyst is CN(C=O)C.O. The product is [CH:1]1([C:4]2[N:9]=[C:8]([CH2:10][N:11]3[C:19]4[CH:18]=[CH:17][C:16]([F:20])=[C:15]([NH2:39])[C:14]=4[C:13]([CH3:24])=[N:12]3)[CH:7]=[CH:6][CH:5]=2)[CH2:3][CH2:2]1. The yield is 0.570. (4) The reactants are [Cl:1]N1C(=O)CCC1=O.[CH3:9][C:10]1[NH:14][C:13]([C:15]([O:17][CH2:18][CH3:19])=[O:16])=[CH:12][CH:11]=1.[OH-].[Na+]. The catalyst is C(Cl)(Cl)Cl. The product is [Cl:1][C:11]1[CH:12]=[C:13]([C:15]([O:17][CH2:18][CH3:19])=[O:16])[NH:14][C:10]=1[CH3:9]. The yield is 0.380. (5) The reactants are [Br:1][C:2]1[C:3]([NH:9][CH:10]2[CH2:15][CH2:14][CH:13]([OH:16])[CH2:12][CH2:11]2)=[N:4][C:5](Cl)=[N:6][CH:7]=1.[CH2:17]([NH2:21])[CH2:18][CH2:19][CH3:20]. The catalyst is C1(C)C=CC=CC=1. The product is [Br:1][C:2]1[C:3]([NH:9][C@H:10]2[CH2:15][CH2:14][C@H:13]([OH:16])[CH2:12][CH2:11]2)=[N:4][C:5]([NH:21][CH2:17][CH2:18][CH2:19][CH3:20])=[N:6][CH:7]=1. The yield is 0.920. (6) The reactants are C([NH:4][C:5]1[C:6]([N+:15]([O-:17])=[O:16])=[C:7]([CH:11]=[CH:12][C:13]=1[CH3:14])[C:8]([OH:10])=[O:9])(=O)C.Cl. The catalyst is O1CCOCC1. The product is [NH2:4][C:5]1[C:6]([N+:15]([O-:17])=[O:16])=[C:7]([CH:11]=[CH:12][C:13]=1[CH3:14])[C:8]([OH:10])=[O:9]. The yield is 0.927.